Dataset: Peptide-MHC class II binding affinity with 134,281 pairs from IEDB. Task: Regression. Given a peptide amino acid sequence and an MHC pseudo amino acid sequence, predict their binding affinity value. This is MHC class II binding data. (1) The peptide sequence is YDKFLANVSTWLTGK. The MHC is DRB1_0404 with pseudo-sequence DRB1_0404. The binding affinity (normalized) is 0.784. (2) The peptide sequence is YDKFCANVSTVLTGK. The MHC is DRB1_0405 with pseudo-sequence DRB1_0405. The binding affinity (normalized) is 0.388. (3) The peptide sequence is VWLAYKVAAAGVSYHDRR. The MHC is DRB1_0404 with pseudo-sequence DRB1_0404. The binding affinity (normalized) is 0.171. (4) The binding affinity (normalized) is 0.0770. The peptide sequence is DVEMTKEASREYEDK. The MHC is DRB1_0404 with pseudo-sequence DRB1_0404. (5) The peptide sequence is ETADELAALLAAVQA. The MHC is DRB1_0701 with pseudo-sequence DRB1_0701. The binding affinity (normalized) is 0. (6) The binding affinity (normalized) is 0. The MHC is DRB1_1101 with pseudo-sequence DRB1_1101. The peptide sequence is TVDKSKPKVYQWF. (7) The peptide sequence is AAATAGTKVYGAFAA. The MHC is HLA-DPA10103-DPB10401 with pseudo-sequence HLA-DPA10103-DPB10401. The binding affinity (normalized) is 0.188. (8) The MHC is HLA-DPA10201-DPB11401 with pseudo-sequence HLA-DPA10201-DPB11401. The binding affinity (normalized) is 0.0543. The peptide sequence is GVWTFDSEEPLQGPF.